Dataset: Reaction yield outcomes from USPTO patents with 853,638 reactions. Task: Predict the reaction yield, written as a fraction of the theoretical maximum amount of product (1.0 means a 100% yield; for example, 0.34 means a 34% yield). (1) The reactants are [CH3:1][C:2]1([CH3:28])[C:14](=[CH2:15])[C:13](=[O:16])[C:12]2[C:11]3[C:6](=[CH:7][CH:8]=[CH:9][CH:10]=3)[N:5]([CH2:17][C:18]3[CH:27]=[CH:26][C:21]([C:22]([O:24][CH3:25])=[O:23])=[CH:20][CH:19]=3)[C:4]=2[CH2:3]1.[NH:29]1[CH2:34][CH2:33][O:32][CH2:31][CH2:30]1. The catalyst is C1(C)C=CC=CC=1. The product is [CH3:1][C:2]1([CH3:28])[CH:14]([CH2:15][N:29]2[CH2:34][CH2:33][O:32][CH2:31][CH2:30]2)[C:13](=[O:16])[C:12]2[C:11]3[C:6](=[CH:7][CH:8]=[CH:9][CH:10]=3)[N:5]([CH2:17][C:18]3[CH:19]=[CH:20][C:21]([C:22]([O:24][CH3:25])=[O:23])=[CH:26][CH:27]=3)[C:4]=2[CH2:3]1. The yield is 0.570. (2) The reactants are [CH3:1][O:2][CH2:3][C:4](=O)[CH3:5].BrBr.[NH2:9][C:10]([NH2:12])=[S:11]. The catalyst is CO. The product is [CH3:1][O:2][CH2:3][C:4]1[N:9]=[C:10]([NH2:12])[S:11][CH:5]=1. The yield is 0.330. (3) The reactants are Br[CH2:2][C:3]1[C:4](=[O:16])[NH:5][C:6]2[C:11]([CH:12]=1)=[CH:10][C:9]([Cl:13])=[CH:8][C:7]=2[O:14][CH3:15].[NH2:17][C:18]1[CH:25]=[CH:24][C:21]([C:22]#[N:23])=[C:20]([O:26][CH3:27])[CH:19]=1.C([O-])([O-])=O.[K+].[K+]. The catalyst is C1COCC1. The product is [Cl:13][C:9]1[CH:10]=[C:11]2[C:6](=[C:7]([O:14][CH3:15])[CH:8]=1)[NH:5][C:4](=[O:16])[C:3]([CH2:2][NH:17][C:18]1[CH:25]=[CH:24][C:21]([C:22]#[N:23])=[C:20]([O:26][CH3:27])[CH:19]=1)=[CH:12]2. The yield is 0.398. (4) The yield is 0.590. The catalyst is ClCCl.Cl. The reactants are [Cl:1][C:2]1[CH:11]=[CH:10][CH:9]=[C:8]2[C:3]=1[CH:4]=[C:5]([C:16]([OH:18])=O)[C:6](=[O:15])[N:7]2[CH:12]([CH3:14])[CH3:13].C(Cl)(=O)C(Cl)=O.CN(C)C=O.[CH2:30]([N:34]1[CH2:39][CH2:38][CH:37]([CH2:40][NH2:41])[CH2:36][CH2:35]1)[CH2:31][CH2:32][CH3:33]. The product is [ClH:1].[CH2:30]([N:34]1[CH2:39][CH2:38][CH:37]([CH2:40][NH:41][C:16]([C:5]2[C:6](=[O:15])[N:7]([CH:12]([CH3:13])[CH3:14])[C:8]3[C:3]([CH:4]=2)=[C:2]([Cl:1])[CH:11]=[CH:10][CH:9]=3)=[O:18])[CH2:36][CH2:35]1)[CH2:31][CH2:32][CH3:33]. (5) The reactants are [C:1]([C:5]1[CH:37]=[CH:36][C:8]([C:9]([NH:11][C@@H:12]([CH2:20][C:21]2[CH:26]=[CH:25][C:24](B3OC(C)(C)C(C)(C)O3)=[CH:23][CH:22]=2)[C:13]([O:15][C:16]([CH3:19])([CH3:18])[CH3:17])=[O:14])=[O:10])=[CH:7][CH:6]=1)([CH3:4])([CH3:3])[CH3:2].[Br:38][C:39]1[C:40]([O:46][CH3:47])=[N:41][C:42](I)=[N:43][CH:44]=1.C(=O)([O-])[O-].[Na+].[Na+].C(Cl)Cl. The catalyst is C(#N)C.C1COCC1.O.C([O-])(O)=O.[Na+].C1C=CC(P(C2C=CC=CC=2)[C-]2C=CC=C2)=CC=1.C1C=CC(P(C2C=CC=CC=2)[C-]2C=CC=C2)=CC=1.Cl[Pd]Cl.[Fe+2]. The product is [Br:38][C:39]1[C:40]([O:46][CH3:47])=[N:41][C:42]([C:24]2[CH:23]=[CH:22][C:21]([CH2:20][C@H:12]([NH:11][C:9](=[O:10])[C:8]3[CH:36]=[CH:37][C:5]([C:1]([CH3:2])([CH3:3])[CH3:4])=[CH:6][CH:7]=3)[C:13]([O:15][C:16]([CH3:17])([CH3:19])[CH3:18])=[O:14])=[CH:26][CH:25]=2)=[N:43][CH:44]=1. The yield is 0.600. (6) The reactants are [CH2:1]([C:3]1[N:11]=[C:10]([C:12]([F:15])([F:14])[F:13])[N:9]=[C:8]2[C:4]=1[NH:5][CH:6]=[N:7]2)[CH3:2].[C:16]([C:18]1[CH:19]=[C:20](B(O)O)[CH:21]=[CH:22][CH:23]=1)#[N:17].C(N(CC)CC)C.C(#N)C. The catalyst is C([O-])(=O)C.[Cu+2].C([O-])(=O)C.C(OCC)(=O)C. The product is [C:16]([C:18]1[CH:23]=[C:22]([N:7]2[CH:6]=[N:5][C:4]3[C:8]2=[N:9][C:10]([C:12]([F:14])([F:15])[F:13])=[N:11][C:3]=3[CH2:1][CH3:2])[CH:21]=[CH:20][CH:19]=1)#[N:17]. The yield is 0.190.